Dataset: Reaction yield outcomes from USPTO patents with 853,638 reactions. Task: Predict the reaction yield, written as a fraction of the theoretical maximum amount of product (1.0 means a 100% yield; for example, 0.34 means a 34% yield). (1) The reactants are [CH2:1]([O:4][CH:5]1[CH2:10][CH2:9][CH2:8][CH2:7][O:6]1)[C:2]#[CH:3].I[C:12]1[CH:13]=[CH:14][C:15]([NH2:18])=[N:16][CH:17]=1.O.C(Cl)Cl. The catalyst is C(NCC)C.[Cu]I.Cl[Pd](Cl)([P](C1C=CC=CC=1)(C1C=CC=CC=1)C1C=CC=CC=1)[P](C1C=CC=CC=1)(C1C=CC=CC=1)C1C=CC=CC=1. The product is [O:6]1[CH2:7][CH2:8][CH2:9][CH2:10][CH:5]1[O:4][CH2:1][C:2]#[C:3][C:12]1[CH:13]=[CH:14][C:15]([NH2:18])=[N:16][CH:17]=1. The yield is 0.500. (2) The reactants are [CH:1]1([N:7]2[C:11](=[O:12])[CH2:10][CH:9]([C:13](O)=[O:14])[CH2:8]2)[CH2:6][CH2:5][CH2:4][CH2:3][CH2:2]1.B.C1COCC1. The catalyst is C(Cl)Cl. The product is [CH:1]1([N:7]2[CH2:8][CH:9]([CH2:13][OH:14])[CH2:10][C:11]2=[O:12])[CH2:6][CH2:5][CH2:4][CH2:3][CH2:2]1. The yield is 0.650. (3) The product is [CH3:8][N:6]1[C:5](=[O:9])[C:4]([NH:10][C:11]2[CH:16]=[CH:15][C:14]([C:17]([N:19]3[CH2:24][CH2:23][O:22][CH2:21][CH2:20]3)=[O:18])=[CH:13][N:12]=2)=[CH:3][C:2]([B:28]([OH:29])[OH:27])=[N:7]1. The catalyst is C1C=CC(P(C2C=CC=CC=2)[C-]2C=CC=C2)=CC=1.C1C=CC(P(C2C=CC=CC=2)[C-]2C=CC=C2)=CC=1.Cl[Pd]Cl.[Fe+2].O1CCOCC1. The reactants are Cl[C:2]1[CH:3]=[C:4]([NH:10][C:11]2[CH:16]=[CH:15][C:14]([C:17]([N:19]3[CH2:24][CH2:23][O:22][CH2:21][CH2:20]3)=[O:18])=[CH:13][N:12]=2)[C:5](=[O:9])[N:6]([CH3:8])[N:7]=1.CC1(C)C(C)(C)[O:29][B:28](B2OC(C)(C)C(C)(C)O2)[O:27]1.CC(C1C=C(C(C)C)C(C2C=CC=CC=2P(C2CCCCC2)C2CCCCC2)=C(C(C)C)C=1)C.C([O-])(=O)C.[K+]. The yield is 0.830. (4) The reactants are Br[C:2]1[N:7]=[C:6]([C:8]([O:10][CH3:11])=[O:9])[CH:5]=[CH:4][CH:3]=1.[CH2:12]([O:19][C:20]1[C:21]([F:30])=[C:22](B(O)O)[C:23]([F:26])=[CH:24][CH:25]=1)[C:13]1[CH:18]=[CH:17][CH:16]=[CH:15][CH:14]=1. No catalyst specified. The product is [CH2:12]([O:19][C:20]1[C:21]([F:30])=[C:22]([C:2]2[N:7]=[C:6]([C:8]([O:10][CH3:11])=[O:9])[CH:5]=[CH:4][CH:3]=2)[C:23]([F:26])=[CH:24][CH:25]=1)[C:13]1[CH:14]=[CH:15][CH:16]=[CH:17][CH:18]=1. The yield is 0.950. (5) The reactants are [NH2:1][C:2]1[CH:11]=[CH:10][CH:9]=[C:8]2[C:3]=1[CH:4]=[CH:5][N:6]=[CH:7]2.[Cl-].[Cl-].[Cl-].[Al+3].[Br:16]Br.[OH-].[Na+]. The catalyst is C(OCC)(=O)C. The product is [Br:16][C:9]1[C:8]2[CH:7]=[N:6][CH:5]=[CH:4][C:3]=2[C:2]([NH2:1])=[CH:11][CH:10]=1. The yield is 0.350. (6) The reactants are [F:1][C:2]1[CH:3]=[C:4]([Mg]Br)[CH:5]=[CH:6][CH:7]=1.[N:10]12[CH2:17][CH2:16][C:13]([C:18]([O:20]CC)=O)([CH2:14][CH2:15]1)[CH2:12][CH2:11]2. The catalyst is C1COCC1. The product is [N:10]12[CH2:11][CH2:12][C:13]([C:18]([C:6]3[CH:5]=[CH:4][CH:3]=[C:2]([F:1])[CH:7]=3)([C:4]3[CH:5]=[CH:6][CH:7]=[C:2]([F:1])[CH:3]=3)[OH:20])([CH2:14][CH2:15]1)[CH2:16][CH2:17]2. The yield is 0.767. (7) The reactants are [CH2:1]([O:3][C:4](=[O:22])[CH2:5][NH:6][CH2:7][CH2:8][NH:9][S:10]([C:13]1[S:14][C:15]2[CH:21]=[CH:20][CH:19]=[CH:18][C:16]=2[N:17]=1)(=[O:12])=[O:11])[CH3:2].[CH3:23][S:24][CH2:25][CH2:26][O:27][C:28]([NH:30][C:31]1[CH:36]=[CH:35][N:34]([CH2:37][C:38](O)=[O:39])[C:33](=[O:41])[N:32]=1)=[O:29]. No catalyst specified. The product is [CH2:1]([O:3][C:4](=[O:22])[CH2:5][N:6]([CH2:7][CH2:8][NH:9][S:10]([C:13]1[S:14][C:15]2[CH:21]=[CH:20][CH:19]=[CH:18][C:16]=2[N:17]=1)(=[O:12])=[O:11])[C:38](=[O:39])[CH2:37][N:34]1[CH:35]=[CH:36][C:31]([NH:30][C:28]([O:27][CH2:26][CH2:25][S:24][CH3:23])=[O:29])=[N:32][C:33]1=[O:41])[CH3:2]. The yield is 0.850.